Dataset: Kinase inhibitor binding affinity data with 442 proteins and 68 drugs (Kd values). Task: Regression. Given a target protein amino acid sequence and a drug SMILES string, predict the binding affinity score between them. We predict pKd (pKd = -log10(Kd in M); higher means stronger binding). Dataset: davis. The drug is COc1cc2c(N3CCN(C(=O)Nc4ccc(OC(C)C)cc4)CC3)ncnc2cc1OCCCN1CCCCC1. The target protein (DYRK2) has sequence MLTRKPSAAAPAAYPTGRGGDSAVRQLQASPGLGAGATRSGVGTGPPSPIALPPLRASNAAAAAHTIGGSKHTMNDHLHVGSHAHGQIQVQQLFEDNSNKRTVLTTQPNGLTTVGKTGLPVVPERQLDSIHRRQGSSTSLKSMEGMGKVKATPMTPEQAMKQYMQKLTAFEHHEIFSYPEIYFLGLNAKKRQGMTGGPNNGGYDDDQGSYVQVPHDHVAYRYEVLKVIGKGSFGQVVKAYDHKVHQHVALKMVRNEKRFHRQAAEEIRILEHLRKQDKDNTMNVIHMLENFTFRNHICMTFELLSMNLYELIKKNKFQGFSLPLVRKFAHSILQCLDALHKNRIIHCDLKPENILLKQQGRSGIKVIDFGSSCYEHQRVYTYIQSRFYRAPEVILGARYGMPIDMWSLGCILAELLTGYPLLPGEDEGDQLACMIELLGMPSQKLLDASKRAKNFVSSKGYPRYCTVTTLSDGSVVLNGGRSRRGKLRGPPESREWGNAL.... The pKd is 5.0.